Dataset: Reaction yield outcomes from USPTO patents with 853,638 reactions. Task: Predict the reaction yield, written as a fraction of the theoretical maximum amount of product (1.0 means a 100% yield; for example, 0.34 means a 34% yield). (1) The reactants are C=O.[Br:3][C:4]1[CH:37]=[CH:36][C:7]([NH:8][C:9]2[C:18]3[C:13](=[CH:14][C:15]([O:21][CH2:22][CH:23]4[CH2:28][CH2:27][N:26]([C:29](OC(C)(C)C)=O)[CH2:25][CH2:24]4)=[C:16]([O:19][CH3:20])[CH:17]=3)[N:12]=[CH:11][N:10]=2)=[C:6]([F:38])[CH:5]=1. The catalyst is C(O)=O. The product is [Br:3][C:4]1[CH:37]=[CH:36][C:7]([NH:8][C:9]2[C:18]3[C:13](=[CH:14][C:15]([O:21][CH2:22][CH:23]4[CH2:24][CH2:25][N:26]([CH3:29])[CH2:27][CH2:28]4)=[C:16]([O:19][CH3:20])[CH:17]=3)[N:12]=[CH:11][N:10]=2)=[C:6]([F:38])[CH:5]=1. The yield is 0.880. (2) The reactants are FC(F)(F)C1C=C(NC(=O)NC2C=CC(C3SC(CCC(O)=O)=NC=3)=CC=2)C=CC=1.[F:31][C:32]1[CH:37]=[C:36]([F:38])[CH:35]=[CH:34][C:33]=1[NH:39][C:40](=[O:60])[NH:41][C:42]1[CH:47]=[CH:46][C:45]([C:48]2[N:52]=[C:51]([CH2:53][CH2:54][CH2:55][C:56]([O:58]C)=[O:57])[O:50][N:49]=2)=[CH:44][CH:43]=1. No catalyst specified. The product is [F:31][C:32]1[CH:37]=[C:36]([F:38])[CH:35]=[CH:34][C:33]=1[NH:39][C:40](=[O:60])[NH:41][C:42]1[CH:43]=[CH:44][C:45]([C:48]2[N:52]=[C:51]([CH2:53][CH2:54][CH2:55][C:56]([OH:58])=[O:57])[O:50][N:49]=2)=[CH:46][CH:47]=1. The yield is 0.930. (3) The product is [Cl:36][C:37]1[N:42]=[C:41]([NH:27][C:28]2[CH:35]=[CH:34][CH:33]=[C:30]([C:31]#[N:32])[CH:29]=2)[C:40]([F:44])=[CH:39][N:38]=1. The yield is 0.860. No catalyst specified. The reactants are C1COC2C=CC(NC3C(F)=CN=C(NC4C=CC=C(O)C=4)N=3)=CC=2O1.[NH2:27][C:28]1[CH:29]=[C:30]([CH:33]=[CH:34][CH:35]=1)[C:31]#[N:32].[Cl:36][C:37]1[N:42]=[C:41](Cl)[C:40]([F:44])=[CH:39][N:38]=1. (4) The reactants are [Li].[NH2:2][C:3]1[N:11]=[CH:10][C:9]([N+:12]([O-:14])=[O:13])=[CH:8][C:4]=1[C:5]([OH:7])=O.[O:15]([C:22]1[S:26][C:25]([CH2:27][NH2:28])=[CH:24][CH:23]=1)[C:16]1[CH:21]=[CH:20][CH:19]=[CH:18][CH:17]=1.F[P-](F)(F)(F)(F)F.N1([P+](N(C)C)(N(C)C)N(C)C)C2C=CC=CC=2N=N1.C(N(CC)CC)C. The catalyst is CN(C)C=O.O. The product is [NH2:2][C:3]1[N:11]=[CH:10][C:9]([N+:12]([O-:14])=[O:13])=[CH:8][C:4]=1[C:5]([NH:28][CH2:27][C:25]1[S:26][C:22]([O:15][C:16]2[CH:17]=[CH:18][CH:19]=[CH:20][CH:21]=2)=[CH:23][CH:24]=1)=[O:7]. The yield is 0.960. (5) The reactants are C(OC(=O)[NH:7][CH2:8][C:9]1[CH:14]=[CH:13][C:12]([CH2:15][N:16]([S:27]([C:30]2[CH:35]=[CH:34][CH:33]=[CH:32][C:31]=2[N+:36]([O-:38])=[O:37])(=[O:29])=[O:28])[CH:17]2[CH2:26][C:25]3[N:24]=[CH:23][CH:22]=[CH:21][C:20]=3[CH2:19][CH2:18]2)=[CH:11][CH:10]=1)(C)(C)C.C(O)(C(F)(F)F)=O. The catalyst is C(Cl)Cl. The product is [NH2:7][CH2:8][C:9]1[CH:10]=[CH:11][C:12]([CH2:15][N:16]([CH:17]2[CH2:26][C:25]3[N:24]=[CH:23][CH:22]=[CH:21][C:20]=3[CH2:19][CH2:18]2)[S:27]([C:30]2[CH:35]=[CH:34][CH:33]=[CH:32][C:31]=2[N+:36]([O-:38])=[O:37])(=[O:28])=[O:29])=[CH:13][CH:14]=1. The yield is 0.570. (6) The reactants are [C:1](=[O:22])([O:12][C:13]1[CH:18]=[CH:17][C:16]([N+]([O-])=O)=[CH:15][CH:14]=1)[O:2][CH2:3][C:4]1[CH:9]=[C:8]([CH3:10])[N:7]=[C:6]([CH3:11])[CH:5]=1.CC[N:25]([CH:29]([CH3:31])[CH3:30])[CH:26]([CH3:28])[CH3:27].Cl.[CH3:33][O:34][C:35](=[O:47])[C@:36]([CH3:46])([CH2:38]C1C=CC(O)=CC=1)[NH2:37]. The catalyst is CN(C1C=CN=CC=1)C.CN(C=O)C. The product is [CH3:31][C:29]1[CH:30]=[C:4]([CH2:3][O:2][C:1]([NH:37][C@:36]([CH3:38])([C:35]([O:34][CH3:33])=[O:47])[CH2:46][C:16]2[CH:17]=[CH:18][C:13]([O:12][C:1]([O:2][CH2:3][C:4]3[CH:9]=[C:8]([CH3:10])[N:7]=[C:6]([CH3:11])[CH:5]=3)=[O:22])=[CH:14][CH:15]=2)=[O:12])[CH:28]=[C:26]([CH3:27])[N:25]=1. The yield is 0.170. (7) The reactants are [BH4-].[Na+].[F:3][C:4]([C:7]1[CH:8]=[C:9]([CH:26]=[CH:27][CH:28]=1)[CH2:10][CH:11]([C:17]([C:19]1[CH:24]=[CH:23][C:22]([F:25])=[CH:21][CH:20]=1)=[O:18])[C:12]([O:14][CH2:15][CH3:16])=[O:13])([F:6])[CH3:5]. The catalyst is CCOCC.[Cl-].[Zn+2].[Cl-]. The product is [F:3][C:4]([C:7]1[CH:8]=[C:9]([CH:26]=[CH:27][CH:28]=1)[CH2:10][CH:11]([CH:17]([C:19]1[CH:20]=[CH:21][C:22]([F:25])=[CH:23][CH:24]=1)[OH:18])[C:12]([O:14][CH2:15][CH3:16])=[O:13])([F:6])[CH3:5]. The yield is 0.870.